This data is from TCR-epitope binding with 47,182 pairs between 192 epitopes and 23,139 TCRs. The task is: Binary Classification. Given a T-cell receptor sequence (or CDR3 region) and an epitope sequence, predict whether binding occurs between them. The epitope is KLPDDFTGCV. The TCR CDR3 sequence is CASSQATGLKNTGELFF. Result: 1 (the TCR binds to the epitope).